Dataset: Full USPTO retrosynthesis dataset with 1.9M reactions from patents (1976-2016). Task: Predict the reactants needed to synthesize the given product. (1) Given the product [OH:7][C:8]1[CH:9]=[CH:10][C:11]([C@@H:14]2[CH2:19][CH2:18][O:17][CH2:16][C@H:15]2[NH:20][S:21]([CH:24]([CH3:26])[CH3:25])(=[O:23])=[O:22])=[CH:12][CH:13]=1, predict the reactants needed to synthesize it. The reactants are: O1CCCCC1[O:7][C:8]1[CH:13]=[CH:12][C:11]([C@@H:14]2[CH2:19][CH2:18][O:17][CH2:16][C@H:15]2[NH:20][S:21]([CH:24]([CH3:26])[CH3:25])(=[O:23])=[O:22])=[CH:10][CH:9]=1.O.CC1C=CC(S([O-])(=O)=O)=CC=1.C1C=C[NH+]=CC=1. (2) Given the product [CH2:24]([NH:26][C:27]([NH:29][C:30]1[NH:8][C:7]2[C:6]([CH:9]3[CH2:13][CH2:12][CH2:11][O:10]3)=[CH:5][C:4]([C:14]3[CH:19]=[N:18][C:17]([C:20]([OH:23])([CH3:21])[CH3:22])=[N:16][CH:15]=3)=[CH:3][C:2]=2[N:1]=1)=[O:28])[CH3:25], predict the reactants needed to synthesize it. The reactants are: [NH2:1][C:2]1[CH:3]=[C:4]([C:14]2[CH:15]=[N:16][C:17]([C:20]([OH:23])([CH3:22])[CH3:21])=[N:18][CH:19]=2)[CH:5]=[C:6]([CH:9]2[CH2:13][CH2:12][CH2:11][O:10]2)[C:7]=1[NH2:8].[CH2:24]([NH:26][C:27]([NH:29][C:30](SC)=NC(=O)NCC)=[O:28])[CH3:25]. (3) Given the product [S:16]1[CH:20]=[CH:19][CH:18]=[C:17]1[C:21]([N:1]1[CH2:6][CH2:5][O:4][CH2:3][CH2:2]1)=[O:22], predict the reactants needed to synthesize it. The reactants are: [NH:1]1[CH2:6][CH2:5][O:4][CH2:3][CH2:2]1.C(N(C(C)C)CC)(C)C.[S:16]1[CH:20]=[CH:19][CH:18]=[C:17]1[C:21](Cl)=[O:22]. (4) Given the product [Cl:8][C:6]1[N:5]=[C:4]([NH:9][CH3:10])[N:3]=[C:2]([N:18]2[C@H:13]([CH2:11][CH3:12])[CH2:14][O:15][C@H:16]([C:19]([NH:21][C:22]3[CH:27]=[CH:26][CH:25]=[CH:24][CH:23]=3)=[O:20])[CH2:17]2)[CH:7]=1, predict the reactants needed to synthesize it. The reactants are: Cl[C:2]1[CH:7]=[C:6]([Cl:8])[N:5]=[C:4]([NH:9][CH3:10])[N:3]=1.[CH2:11]([C@H:13]1[NH:18][CH2:17][C@@H:16]([C:19]([NH:21][C:22]2[CH:27]=[CH:26][CH:25]=[CH:24][CH:23]=2)=[O:20])[O:15][CH2:14]1)[CH3:12].CCN(C(C)C)C(C)C. (5) The reactants are: [F:1][C:2]1[C:21]([C:22](OC)=[O:23])=[C:20]([F:26])[CH:19]=[CH:18][C:3]=1[CH2:4][N:5]1[CH2:10][CH2:9][N:8]([C:11]([O:13][C:14]([CH3:17])([CH3:16])[CH3:15])=[O:12])[CH2:7][CH2:6]1.[Li+].[OH-].ON1C(=O)CCC1=O.C1CCC(N=C=NC2CCCCC2)CC1.[N-:52]=[N+:53]=[N-:54].[Na+]. Given the product [N:52]([C:22]([C:21]1[C:2]([F:1])=[C:3]([CH:18]=[CH:19][C:20]=1[F:26])[CH2:4][N:5]1[CH2:10][CH2:9][N:8]([C:11]([O:13][C:14]([CH3:15])([CH3:17])[CH3:16])=[O:12])[CH2:7][CH2:6]1)=[O:23])=[N+:53]=[N-:54], predict the reactants needed to synthesize it. (6) Given the product [CH2:21]([C:8]1[C:9]([O:19][CH3:20])=[C:10]([O:17][CH3:18])[C:11]([O:15][CH3:16])=[C:12]2[C:7]=1[O:6][C:5]([CH3:25])=[CH:4][C:13]2=[O:14])[CH:22]([CH3:23])[CH3:24], predict the reactants needed to synthesize it. The reactants are: C([C:4]1[C:13](=[O:14])[C:12]2[C:7](=[C:8]([CH2:21][CH:22]([CH3:24])[CH3:23])[C:9]([O:19][CH3:20])=[C:10]([O:17][CH3:18])[C:11]=2[O:15][CH3:16])[O:6][C:5]=1[CH3:25])(=O)C.C(=O)([O-])[O-].[Na+].[Na+].